This data is from Full USPTO retrosynthesis dataset with 1.9M reactions from patents (1976-2016). The task is: Predict the reactants needed to synthesize the given product. (1) The reactants are: [CH3:1][CH:2]1[CH2:7][CH2:6][C:5](=O)[CH2:4][CH2:3]1.[NH:9]1[CH2:13][CH2:12][CH2:11][CH2:10]1. Given the product [CH3:1][CH:2]1[CH2:7][CH2:6][C:5]([N:9]2[CH2:13][CH2:12][CH2:11][CH2:10]2)=[CH:4][CH2:3]1, predict the reactants needed to synthesize it. (2) Given the product [CH3:10][O:9][C:7]([C:1]1[CH:2]=[C:3]([OH:5])[C:16]2[C:14](=[C:13]([O:12][CH3:11])[CH:19]=[CH:18][CH:17]=2)[N:15]=1)=[O:8], predict the reactants needed to synthesize it. The reactants are: [C:1]([C:7]([O:9][CH3:10])=[O:8])#[C:2][C:3]([O:5]C)=O.[CH3:11][O:12][C:13]1[CH:19]=[CH:18][CH:17]=[CH:16][C:14]=1[NH2:15].O(C1C=CC=CC=1)C1C=CC=CC=1. (3) The reactants are: [O:1]=[C:2]1[N:6]([C:7]2[CH:8]=[CH:9][C:10]3[C:16](=[O:17])[CH2:15][CH2:14][CH2:13][CH2:12][C:11]=3[CH:18]=2)[CH2:5][C@H:4]([CH2:19][NH:20][C:21](=[O:23])[CH3:22])[O:3]1.[Li+].C[Si]([N-][Si](C)(C)C)(C)C.[C:34](Cl)(=[O:37])[CH2:35][CH3:36].[Cl-].[NH4+]. Given the product [O:1]=[C:2]1[N:6]([C:7]2[CH:8]=[CH:9][C:10]3[C:16](=[O:17])[CH:15]([C:34](=[O:37])[CH2:35][CH3:36])[CH2:14][CH2:13][CH2:12][C:11]=3[CH:18]=2)[CH2:5][C@H:4]([CH2:19][NH:20][C:21](=[O:23])[CH3:22])[O:3]1, predict the reactants needed to synthesize it.